This data is from Peptide-MHC class II binding affinity with 134,281 pairs from IEDB. The task is: Regression. Given a peptide amino acid sequence and an MHC pseudo amino acid sequence, predict their binding affinity value. This is MHC class II binding data. (1) The peptide sequence is RNVFDEVIPTAFKIG. The MHC is HLA-DQA10301-DQB10302 with pseudo-sequence HLA-DQA10301-DQB10302. The binding affinity (normalized) is 0.183. (2) The peptide sequence is ASYNTHETICPEPTIDE. The MHC is DRB4_0101 with pseudo-sequence DRB4_0103. The binding affinity (normalized) is 0. (3) The peptide sequence is LLTKFVAAALHNIKC. The MHC is DRB1_0802 with pseudo-sequence DRB1_0802. The binding affinity (normalized) is 0.562. (4) The peptide sequence is MRCVGVGNRDFVEGL. The MHC is DRB1_0802 with pseudo-sequence DRB1_0802. The binding affinity (normalized) is 0. (5) The peptide sequence is EKKYFAATKFEPLAA. The MHC is HLA-DQA10501-DQB10301 with pseudo-sequence HLA-DQA10501-DQB10301. The binding affinity (normalized) is 0.445. (6) The peptide sequence is DVCGMFTNRSGSQQWR. The MHC is DRB1_1602 with pseudo-sequence DRB1_1602. The binding affinity (normalized) is 0.219. (7) The MHC is HLA-DPA10103-DPB10201 with pseudo-sequence HLA-DPA10103-DPB10201. The peptide sequence is VAVSEGKPTEKHIQI. The binding affinity (normalized) is 0.